From a dataset of NCI-60 drug combinations with 297,098 pairs across 59 cell lines. Regression. Given two drug SMILES strings and cell line genomic features, predict the synergy score measuring deviation from expected non-interaction effect. Drug 1: CCC1=C2CN3C(=CC4=C(C3=O)COC(=O)C4(CC)O)C2=NC5=C1C=C(C=C5)O. Drug 2: CC1C(C(CC(O1)OC2CC(OC(C2O)C)OC3=CC4=CC5=C(C(=O)C(C(C5)C(C(=O)C(C(C)O)O)OC)OC6CC(C(C(O6)C)O)OC7CC(C(C(O7)C)O)OC8CC(C(C(O8)C)O)(C)O)C(=C4C(=C3C)O)O)O)O. Cell line: HT29. Synergy scores: CSS=52.1, Synergy_ZIP=-1.18, Synergy_Bliss=-0.0280, Synergy_Loewe=-8.97, Synergy_HSA=-0.237.